From a dataset of Reaction yield outcomes from USPTO patents with 853,638 reactions. Predict the reaction yield, written as a fraction of the theoretical maximum amount of product (1.0 means a 100% yield; for example, 0.34 means a 34% yield). (1) The reactants are [Br:1][C:2]1[CH:3]=[C:4]2[C:8](=[CH:9][CH:10]=1)[C:7](=[O:11])[NH:6][CH2:5]2.Br[CH2:13][C:14]1[CH:19]=[CH:18][C:17]([CH3:20])=[CH:16][CH:15]=1.C(=O)([O-])[O-].[Cs+].[Cs+].O. The catalyst is CN1C(=O)CCC1. The product is [Br:1][C:2]1[CH:3]=[C:4]2[C:8](=[CH:9][CH:10]=1)[C:7](=[O:11])[N:6]([CH2:13][C:14]1[CH:19]=[CH:18][C:17]([CH3:20])=[CH:16][CH:15]=1)[CH2:5]2. The yield is 0.790. (2) The reactants are [CH:1]1([N:6]2[C:15]3[C:10](=[C:11]([N+:20]([O-])=O)[C:12]([F:19])=[C:13]([F:18])[C:14]=3[O:16][CH3:17])[C:9](=[O:23])[C:8]([C:24]([O:26][CH2:27][CH3:28])=[O:25])=[CH:7]2)[CH2:5][CH2:4][CH2:3][CH2:2]1. The catalyst is CCO.CN(C=O)C.[Pd]. The product is [CH:1]1([N:6]2[C:15]3[C:10](=[C:11]([NH2:20])[C:12]([F:19])=[C:13]([F:18])[C:14]=3[O:16][CH3:17])[C:9](=[O:23])[C:8]([C:24]([O:26][CH2:27][CH3:28])=[O:25])=[CH:7]2)[CH2:2][CH2:3][CH2:4][CH2:5]1. The yield is 0.900. (3) The reactants are [CH:1]1([C:5]2[C:13]([C:14]3[NH:18][CH:17]=[N:16][N:15]=3)=[CH:12][C:8]([C:9]([OH:11])=O)=[C:7]([CH3:19])[CH:6]=2)[CH2:4][CH2:3][CH2:2]1.Cl.[NH:21]1[CH2:26][CH2:25][CH:24]([C:27]2[CH:34]=[CH:33][C:30]([C:31]#[N:32])=[CH:29][CH:28]=2)[CH2:23][CH2:22]1.O.ON1C2C=CC=CC=2N=N1.Cl.C(N=C=NCCCN(C)C)C.CCN(C(C)C)C(C)C. The catalyst is C(OCC)(=O)C.CN(C=O)C. The product is [CH:1]1([C:5]2[C:13]([C:14]3[NH:18][CH:17]=[N:16][N:15]=3)=[CH:12][C:8]([C:9]([N:21]3[CH2:26][CH2:25][CH:24]([C:27]4[CH:34]=[CH:33][C:30]([C:31]#[N:32])=[CH:29][CH:28]=4)[CH2:23][CH2:22]3)=[O:11])=[C:7]([CH3:19])[CH:6]=2)[CH2:2][CH2:3][CH2:4]1. The yield is 0.460. (4) The reactants are [OH:1][CH:2]([C:5]1[C:18]2[C:9](=[C:10]3[CH2:21][CH2:20][CH2:19][N:12]4[CH2:13][CH2:14][CH2:15][C:16]([CH:17]=2)=[C:11]34)[O:8][C:7](=[O:22])[CH:6]=1)CO. The catalyst is C(Cl)Cl.C(Cl)(Cl)Cl. The product is [O:22]=[C:7]1[CH:6]=[C:5]([CH:2]=[O:1])[C:18]2[C:9](=[C:10]3[CH2:21][CH2:20][CH2:19][N:12]4[CH2:13][CH2:14][CH2:15][C:16]([CH:17]=2)=[C:11]34)[O:8]1. The yield is 0.740. (5) The reactants are [OH:1][CH2:2][CH2:3]/[CH:4]=[CH:5]/[C:6]([O:8]CC)=[O:7].O.[OH-].[Li+].Cl.O1CC[CH2:17][CH2:16]1. The catalyst is O. The product is [CH2:16](/[C:5](=[CH:4]\[CH2:3][CH2:2][OH:1])/[C:6]([OH:8])=[O:7])[CH3:17]. The yield is 0.500.